Task: Predict the reaction yield, written as a fraction of the theoretical maximum amount of product (1.0 means a 100% yield; for example, 0.34 means a 34% yield).. Dataset: Reaction yield outcomes from USPTO patents with 853,638 reactions (1) The reactants are [C:1]1([C:6]([NH:8][CH2:9][CH3:10])=O)[CH2:5][CH2:4][CH2:3][CH:2]=1.[H-].[Al+3].[Li+].[H-].[H-].[H-]. The catalyst is O1CCCC1. The product is [CH:1]1([CH2:6][NH:8][CH2:9][CH3:10])[CH2:5][CH2:4][CH2:3][CH2:2]1. The yield is 0.400. (2) The reactants are [N+:1]([C:4]1[CH:16]=[CH:15][C:7]([CH:8]=[C:9]2[CH2:14][CH2:13][O:12][CH2:11][CH2:10]2)=[CH:6][CH:5]=1)([O-])=O.C([O-])(=O)C.[Na+].[I:22]Cl. The catalyst is C(Cl)(Cl)Cl.CO.O=[Pt]=O. The product is [I:22][C:5]1[CH:6]=[C:7]([CH2:8][CH:9]2[CH2:14][CH2:13][O:12][CH2:11][CH2:10]2)[CH:15]=[CH:16][C:4]=1[NH2:1]. The yield is 0.340. (3) The reactants are [NH2:1][C:2]1[CH:7]=[CH:6][C:5]([OH:8])=[CH:4][C:3]=1[CH2:9][NH:10][CH:11]1[CH2:16][CH2:15][N:14]([CH2:17][C:18]2[CH:23]=[CH:22][CH:21]=[CH:20][CH:19]=2)[CH2:13][CH2:12]1.[C:24](C1NC=CN=1)(C1NC=CN=1)=[O:25]. The catalyst is O1CCCC1. The product is [CH2:17]([N:14]1[CH2:13][CH2:12][CH:11]([N:10]2[CH2:9][C:3]3[C:2](=[CH:7][CH:6]=[C:5]([OH:8])[CH:4]=3)[NH:1][C:24]2=[O:25])[CH2:16][CH2:15]1)[C:18]1[CH:19]=[CH:20][CH:21]=[CH:22][CH:23]=1. The yield is 0.570. (4) The reactants are C[O:2][C:3](=[O:41])[C:4]1[CH:9]=[CH:8][C:7]([O:10][C:11]2[S:15][C:14]([NH:16][C:17](=[O:40])[CH:18]([C:28]3[CH:33]=[CH:32][C:31]([S:34]([CH:37]4[CH2:39][CH2:38]4)(=[O:36])=[O:35])=[CH:30][CH:29]=3)[O:19][C:20]3[CH:25]=[CH:24][C:23]([F:26])=[CH:22][C:21]=3[F:27])=[N:13][CH:12]=2)=[CH:6][CH:5]=1.[Li+].[OH-]. The catalyst is C1COCC1.CO. The product is [CH:37]1([S:34]([C:31]2[CH:30]=[CH:29][C:28]([CH:18]([O:19][C:20]3[CH:25]=[CH:24][C:23]([F:26])=[CH:22][C:21]=3[F:27])[C:17]([NH:16][C:14]3[S:15][C:11]([O:10][C:7]4[CH:6]=[CH:5][C:4]([C:3]([OH:41])=[O:2])=[CH:9][CH:8]=4)=[CH:12][N:13]=3)=[O:40])=[CH:33][CH:32]=2)(=[O:35])=[O:36])[CH2:38][CH2:39]1. The yield is 0.860.